This data is from Forward reaction prediction with 1.9M reactions from USPTO patents (1976-2016). The task is: Predict the product of the given reaction. Given the reactants [CH2:1]([O:3][C@@H:4]1[C@H:8]([OH:9])[C@H:7]([C@H:10]([OH:13])[CH:11]=[CH2:12])[O:6][C:5]1=[O:14])[CH3:2].C([CH:17]1[CH2:21][CH2:20][CH2:19][CH2:18]1)=C, predict the reaction product. The product is: [CH:17]1(/[CH:12]=[CH:11]/[C@H:10]([C@@H:7]2[O:6][C:5](=[O:14])[C@H:4]([O:3][CH2:1][CH3:2])[C@@H:8]2[OH:9])[OH:13])[CH2:21][CH2:20][CH2:19][CH2:18]1.